Dataset: Peptide-MHC class I binding affinity with 185,985 pairs from IEDB/IMGT. Task: Regression. Given a peptide amino acid sequence and an MHC pseudo amino acid sequence, predict their binding affinity value. This is MHC class I binding data. (1) The peptide sequence is MMVLKIVRK. The MHC is HLA-A03:01 with pseudo-sequence HLA-A03:01. The binding affinity (normalized) is 0.394. (2) The peptide sequence is DRLFFKCIYR. The MHC is HLA-A03:01 with pseudo-sequence HLA-A03:01. The binding affinity (normalized) is 0.403.